From a dataset of Forward reaction prediction with 1.9M reactions from USPTO patents (1976-2016). Predict the product of the given reaction. (1) Given the reactants [CH:1]1([NH:6][S:7]([C:10]2[CH:15]=[CH:14][C:13]([CH3:16])=[CH:12][CH:11]=2)(=[O:9])=[O:8])[CH2:5][CH2:4][CH2:3][CH2:2]1.Br[CH2:18][C:19]1[CH:26]=[CH:25][C:22]([C:23]#[N:24])=[CH:21][C:20]=1[F:27], predict the reaction product. The product is: [C:23]([C:22]1[CH:25]=[CH:26][C:19]([CH2:18][N:6]([CH:1]2[CH2:5][CH2:4][CH2:3][CH2:2]2)[S:7]([C:10]2[CH:11]=[CH:12][C:13]([CH3:16])=[CH:14][CH:15]=2)(=[O:9])=[O:8])=[C:20]([F:27])[CH:21]=1)#[N:24]. (2) Given the reactants F[C:2]1[CH:8]=[CH:7][C:6]([N+:9]([O-:11])=[O:10])=[CH:5][C:3]=1N.[CH3:12][NH2:13].C1COCC1.C(=O)([O-])[O-].[K+].[K+].C[N:26]1CCCC1=O, predict the reaction product. The product is: [CH3:12][NH:13][C:3]1[C:2]([NH2:26])=[CH:8][CH:7]=[C:6]([N+:9]([O-:11])=[O:10])[CH:5]=1. (3) Given the reactants [O:1]1[CH2:6][CH2:5][N:4]([CH2:7][CH2:8][NH:9][C:10]2[N:15]=[CH:14][C:13]([C:16]3[CH:21]=[CH:20][C:19]([CH2:22][C:23]([NH:25][C:26]4[CH:30]=[C:29]([C:31]([CH3:37])([CH3:36])[C:32]([F:35])([F:34])[F:33])[O:28][N:27]=4)=[O:24])=[CH:18][CH:17]=3)=[CH:12][CH:11]=2)[CH2:3][CH2:2]1.[CH3:38][S:39]([OH:42])(=[O:41])=[O:40], predict the reaction product. The product is: [CH3:38][S:39]([O-:42])(=[O:41])=[O:40].[O:24]=[C:23]([NH:25][C:26]1[CH:30]=[C:29]([C:31]([CH3:37])([CH3:36])[C:32]([F:33])([F:35])[F:34])[O:28][N:27]=1)[CH2:22][C:19]1[CH:20]=[CH:21][C:16]([C:13]2[CH:12]=[CH:11][C:10]([NH:9][CH2:8][CH2:7][NH+:4]3[CH2:3][CH2:2][O:1][CH2:6][CH2:5]3)=[N:15][CH:14]=2)=[CH:17][CH:18]=1. (4) Given the reactants Br[C:2]1[CH:3]=[C:4]([C:8]([O:10][CH3:11])=[O:9])[S:5][C:6]=1[Cl:7].[K+].[CH2:13]([B-](F)(F)F)[C:14]1[CH:19]=[CH:18][CH:17]=[CH:16][CH:15]=1.C([O-])([O-])=O.[Cs+].[Cs+].O, predict the reaction product. The product is: [CH2:13]([C:2]1[CH:3]=[C:4]([C:8]([O:10][CH3:11])=[O:9])[S:5][C:6]=1[Cl:7])[C:14]1[CH:19]=[CH:18][CH:17]=[CH:16][CH:15]=1. (5) Given the reactants Br[C:2]1[CH:3]=[C:4]([CH2:12][CH2:13][O:14][CH3:15])[C:5]([O:10][CH3:11])=[C:6]([O:8][CH3:9])[CH:7]=1.C([Li])CCC.[CH:21](N1CCOCC1)=[O:22].[Cl-].[NH4+], predict the reaction product. The product is: [CH3:9][O:8][C:6]1[CH:7]=[C:2]([CH:3]=[C:4]([CH2:12][CH2:13][O:14][CH3:15])[C:5]=1[O:10][CH3:11])[CH:21]=[O:22]. (6) Given the reactants N[C@@H](CC1C=C(F)C=C(F)C=1)[C@@H]([C@H]1COCCN1C(C1C=CC=CC=1)C1C=CC=CC=1)O.[F:33][C:34]1[CH:35]=[C:36]([CH:63]=[C:64]([F:66])[CH:65]=1)[CH2:37][C@H:38]1[C@@H:42]([C@H:43]2[CH2:48][O:47][CH2:46][CH2:45][N:44]2[CH:49]([C:56]2[CH:61]=[CH:60][CH:59]=[CH:58][CH:57]=2)[C:50]2[CH:55]=[CH:54][CH:53]=[CH:52][CH:51]=2)[O:41][C:40](=[O:62])[NH:39]1.[Li+].[OH-], predict the reaction product. The product is: [F:33][C:34]1[CH:35]=[C:36]([CH:63]=[C:64]([F:66])[CH:65]=1)[CH2:37][C@H:38]1[C@@H:42]([C@H:43]2[CH2:48][C@H:46]([OH:47])[CH2:45][N:44]2[CH:49]([C:50]2[CH:55]=[CH:54][CH:53]=[CH:52][CH:51]=2)[C:56]2[CH:61]=[CH:60][CH:59]=[CH:58][CH:57]=2)[O:41][C:40](=[O:62])[NH:39]1. (7) Given the reactants [H-].[Na+].[Cl:3][C:4]1[CH:9]=[CH:8][CH:7]=[C:6]([F:10])[C:5]=1[OH:11].Cl[C:13]1[CH:22]=[CH:21][C:20]2[C:15](=[C:16]([C:23]3[NH:31][C:30]4[CH2:29][CH2:28][NH:27][C:26](=[O:32])[C:25]=4[CH:24]=3)[CH:17]=[CH:18][CH:19]=2)[N:14]=1.C(O)(C(F)(F)F)=O, predict the reaction product. The product is: [Cl:3][C:4]1[CH:9]=[CH:8][CH:7]=[C:6]([F:10])[C:5]=1[O:11][C:13]1[CH:22]=[CH:21][C:20]2[C:15](=[C:16]([C:23]3[NH:31][C:30]4[CH2:29][CH2:28][NH:27][C:26](=[O:32])[C:25]=4[CH:24]=3)[CH:17]=[CH:18][CH:19]=2)[N:14]=1.